The task is: Predict the reactants needed to synthesize the given product.. This data is from Full USPTO retrosynthesis dataset with 1.9M reactions from patents (1976-2016). (1) Given the product [NH2:1][C:2]1[CH:7]=[CH:6][CH:5]=[CH:4][C:3]=1[NH:8][C:9]([C:11]1[NH:19][C:14]2[CH2:15][CH2:16][N:17]([C:34]([NH:35][C:36]3[CH:37]=[N:38][CH:39]=[CH:40][CH:41]=3)=[O:33])[CH2:18][C:13]=2[CH:12]=1)=[O:10], predict the reactants needed to synthesize it. The reactants are: [NH2:1][C:2]1[CH:7]=[CH:6][CH:5]=[CH:4][C:3]=1[NH:8][C:9]([C:11]1[NH:19][C:18]2[NH:17][CH2:16][CH2:15][CH2:14][C:13]=2[CH:12]=1)=[O:10].CCN(CC)CC.C1([O:33][C:34](=O)[NH:35][C:36]2[CH:37]=[N:38][CH:39]=[CH:40][CH:41]=2)C=CC=CC=1. (2) Given the product [CH3:12][O:11][C:5]1[C:4]2[C:3]([C:13]3[CH:18]=[CH:17][CH:16]=[CH:15][CH:14]=3)=[C:2]([C:27]3[CH:28]=[CH:29][C:30]([C:33]4([NH:37][C:38](=[O:44])[O:39][C:40]([CH3:42])([CH3:41])[CH3:43])[CH2:34][CH2:35][CH2:36]4)=[CH:31][CH:32]=3)[O:10][C:9]=2[CH:8]=[CH:7][N:6]=1, predict the reactants needed to synthesize it. The reactants are: Br[C:2]1[O:10][C:9]2[CH:8]=[CH:7][N:6]=[C:5]([O:11][CH3:12])[C:4]=2[C:3]=1[C:13]1[CH:18]=[CH:17][CH:16]=[CH:15][CH:14]=1.CC1(C)C(C)(C)OB([C:27]2[CH:32]=[CH:31][C:30]([C:33]3([NH:37][C:38](=[O:44])[O:39][C:40]([CH3:43])([CH3:42])[CH3:41])[CH2:36][CH2:35][CH2:34]3)=[CH:29][CH:28]=2)O1. (3) Given the product [NH2:1][C:2]1[N:3]([CH3:22])[C:4](=[O:21])[C:5]([C:14]2[CH:15]=[C:16]([CH:19]=[O:20])[N:17]([CH2:30][CH3:31])[CH:18]=2)([C:7]2[CH:12]=[CH:11][CH:10]=[C:9]([Br:13])[CH:8]=2)[N:6]=1, predict the reactants needed to synthesize it. The reactants are: [NH2:1][C:2]1[N:3]([CH3:22])[C:4](=[O:21])[C:5]([C:14]2[CH:15]=[C:16]([CH:19]=[O:20])[NH:17][CH:18]=2)([C:7]2[CH:12]=[CH:11][CH:10]=[C:9]([Br:13])[CH:8]=2)[N:6]=1.C(=O)([O-])[O-].[Cs+].[Cs+].I[CH2:30][CH3:31]. (4) Given the product [CH3:1][O:2][C:3]1[CH:10]=[C:9]([O:11][CH2:12][CH:13]2[CH2:18][CH:17]([O:19][CH2:20][CH2:21][CH2:22][CH2:23][CH2:24][CH2:25][CH2:26][CH2:27][CH2:28][CH2:29][CH2:30][CH2:31][CH2:32][CH2:33][CH2:34][CH2:35][CH2:36][CH3:37])[CH:16]([O:38][CH2:39][CH2:40][CH2:41][CH2:42][CH2:43][CH2:44][CH2:45][CH2:46][CH2:47][CH2:48][CH2:49][CH2:50][CH2:51][CH2:52][CH2:53][CH2:54][CH2:55][CH3:56])[CH:15]([O:57][CH2:58][CH2:59][CH2:60][CH2:61][CH2:62][CH2:63][CH2:64][CH2:65][CH2:66][CH2:67][CH2:68][CH2:69][CH2:70][CH2:71][CH2:72][CH2:73][CH2:74][CH3:75])[CH2:14]2)[CH:8]=[CH:7][C:4]=1[CH2:5][OH:6], predict the reactants needed to synthesize it. The reactants are: [CH3:1][O:2][C:3]1[CH:10]=[C:9]([O:11][CH2:12][CH:13]2[CH2:18][CH:17]([O:19][CH2:20][CH2:21][CH2:22][CH2:23][CH2:24][CH2:25][CH2:26][CH2:27][CH2:28][CH2:29][CH2:30][CH2:31][CH2:32][CH2:33][CH2:34][CH2:35][CH2:36][CH3:37])[CH:16]([O:38][CH2:39][CH2:40][CH2:41][CH2:42][CH2:43][CH2:44][CH2:45][CH2:46][CH2:47][CH2:48][CH2:49][CH2:50][CH2:51][CH2:52][CH2:53][CH2:54][CH2:55][CH3:56])[CH:15]([O:57][CH2:58][CH2:59][CH2:60][CH2:61][CH2:62][CH2:63][CH2:64][CH2:65][CH2:66][CH2:67][CH2:68][CH2:69][CH2:70][CH2:71][CH2:72][CH2:73][CH2:74][CH3:75])[CH2:14]2)[CH:8]=[CH:7][C:4]=1[CH:5]=[O:6].[BH4-].[Na+]. (5) The reactants are: [CH3:1][O:2][C:3]1[CH:4]=[C:5]2[C:10](=[CH:11][C:12]=1[O:13][CH3:14])[N:9]=[CH:8][CH:7]=[C:6]2[O:15][C:16]1[CH:22]=[CH:21][C:19]([NH2:20])=[CH:18][CH:17]=1.Cl[C:24](Cl)([O:26][C:27](=[O:33])OC(Cl)(Cl)Cl)Cl.[CH3:35][N:36]([CH3:44])[CH2:37][CH2:38][CH2:39][CH2:40][CH2:41]CO.C(=O)(O)[O-].[Na+]. Given the product [CH3:1][O:2][C:3]1[CH:4]=[C:5]2[C:10](=[CH:11][C:12]=1[O:13][CH3:14])[N:9]=[CH:8][CH:7]=[C:6]2[O:15][C:16]1[CH:22]=[CH:21][C:19]([NH:20][C:27](=[O:33])[O:26][CH2:24][CH2:41][CH2:40][CH2:39][CH2:38][CH2:37][N:36]([CH3:44])[CH3:35])=[CH:18][CH:17]=1, predict the reactants needed to synthesize it. (6) Given the product [CH3:1][CH:2]([CH3:7])[CH2:3][C:4]([NH:8][C@@H:9]1[C@H:13]2[O:14][CH2:15][C@H:16]([NH:17][C:18](=[O:32])[C:19]3[CH:24]=[CH:23][CH:22]=[C:21]([O:25][C:26]4[CH:27]=[CH:28][CH:29]=[CH:30][CH:31]=4)[CH:20]=3)[C@H:12]2[O:11][CH2:10]1)=[O:5], predict the reactants needed to synthesize it. The reactants are: [CH3:1][CH:2]([CH3:7])[CH2:3][C:4](O)=[O:5].[NH2:8][C@@H:9]1[C@H:13]2[O:14][CH2:15][C@H:16]([NH:17][C:18](=[O:32])[C:19]3[CH:24]=[CH:23][CH:22]=[C:21]([O:25][C:26]4[CH:31]=[CH:30][CH:29]=[CH:28][CH:27]=4)[CH:20]=3)[C@H:12]2[O:11][CH2:10]1. (7) Given the product [F:1][C:2]([F:11])([C:13]1[CH:18]=[CH:17][CH:16]=[CH:15][CH:14]=1)[C:3]([C:5]1[CH:6]=[CH:7][CH:8]=[CH:9][CH:10]=1)=[O:4], predict the reactants needed to synthesize it. The reactants are: [F:1][CH:2]([F:11])[C:3]([C:5]1[CH:10]=[CH:9][CH:8]=[CH:7][CH:6]=1)=[O:4].Br[C:13]1[CH:18]=[CH:17][CH:16]=[CH:15][CH:14]=1. (8) Given the product [C:1]([O:5][C:6](=[O:23])[NH:7][CH:8]1[CH2:13][CH2:12][N:11]([C:14]([C:16]2[CH:17]=[N:18][C:19]([N:24]3[CH2:28][CH2:27][CH2:26][CH2:25]3)=[CH:20][CH:21]=2)=[O:15])[CH2:10][CH2:9]1)([CH3:4])([CH3:3])[CH3:2], predict the reactants needed to synthesize it. The reactants are: [C:1]([O:5][C:6](=[O:23])[NH:7][CH:8]1[CH2:13][CH2:12][N:11]([C:14]([C:16]2[CH:17]=[N:18][C:19](Cl)=[CH:20][CH:21]=2)=[O:15])[CH2:10][CH2:9]1)([CH3:4])([CH3:3])[CH3:2].[NH:24]1[CH2:28][CH2:27][CH2:26][CH2:25]1.